This data is from Full USPTO retrosynthesis dataset with 1.9M reactions from patents (1976-2016). The task is: Predict the reactants needed to synthesize the given product. Given the product [I-:16].[Br:1][C:2]1[CH:7]=[C:6]([C:8]#[N:9])[CH:5]=[CH:4][C:3]=1[N+:10]1[CH:14]=[CH:13][N:12]([CH3:15])[CH:11]=1, predict the reactants needed to synthesize it. The reactants are: [Br:1][C:2]1[CH:7]=[C:6]([C:8]#[N:9])[CH:5]=[CH:4][C:3]=1[N:10]1[CH:14]=[CH:13][N:12]=[CH:11]1.[CH3:15][I:16].